Task: Predict the reactants needed to synthesize the given product.. Dataset: Full USPTO retrosynthesis dataset with 1.9M reactions from patents (1976-2016) (1) Given the product [CH2:28]([N:30]1[C:36](=[O:37])[C:35]([CH3:38])([CH3:39])[C:34](=[O:40])[N:33]([CH3:41])[C:32]2[CH:42]=[C:43]([O:46][CH2:47][CH2:48][CH2:49][N:1]3[C:5]4[CH:6]=[CH:7][CH:8]=[CH:9][C:4]=4[N:3]=[C:2]3[CH2:10][N:11]3[CH:16]=[CH:15][C:14]4[O:17][C:18]([CH3:20])=[CH:19][C:13]=4[C:12]3=[O:21])[CH:44]=[CH:45][C:31]1=2)[CH3:29], predict the reactants needed to synthesize it. The reactants are: [NH:1]1[C:5]2[CH:6]=[CH:7][CH:8]=[CH:9][C:4]=2[N:3]=[C:2]1[CH2:10][N:11]1[CH:16]=[CH:15][C:14]2[O:17][C:18]([CH3:20])=[CH:19][C:13]=2[C:12]1=[O:21].C(=O)([O-])[O-].[K+].[K+].[CH2:28]([N:30]1[C:36](=[O:37])[C:35]([CH3:39])([CH3:38])[C:34](=[O:40])[N:33]([CH3:41])[C:32]2[CH:42]=[C:43]([O:46][CH2:47][CH2:48][CH2:49]I)[CH:44]=[CH:45][C:31]1=2)[CH3:29]. (2) Given the product [CH3:22][O:21][C:19](=[O:20])[C:18](=[CH:12][C:11]1[CH:14]=[CH:15][C:8]([F:7])=[CH:9][CH:10]=1)[CH2:17][C:16]([OH:24])=[O:23], predict the reactants needed to synthesize it. The reactants are: CC(C)([O-])C.[K+].[F:7][C:8]1[CH:15]=[CH:14][C:11]([CH:12]=O)=[CH:10][CH:9]=1.[C:16]([O:24]C)(=[O:23])[CH2:17][CH2:18][C:19]([O:21][CH3:22])=[O:20]. (3) Given the product [Br:1][C:2]1[CH:3]=[C:4]([C:14]2[CH:19]=[CH:18][C:17]([S:20]([CH3:23])(=[O:22])=[O:21])=[CH:16][CH:15]=2)[N:5]2[C:10]=1[CH:9]=[N:8][C:7]([NH:37][C:34]1[CH:33]=[CH:32][C:31]([N:28]3[CH2:27][CH2:26][N:25]([CH3:24])[CH2:30][CH2:29]3)=[CH:36][CH:35]=1)=[N:6]2, predict the reactants needed to synthesize it. The reactants are: [Br:1][C:2]1[CH:3]=[C:4]([C:14]2[CH:19]=[CH:18][C:17]([S:20]([CH3:23])(=[O:22])=[O:21])=[CH:16][CH:15]=2)[N:5]2[C:10]=1[CH:9]=[N:8][C:7](S(C)=O)=[N:6]2.[CH3:24][N:25]1[CH2:30][CH2:29][N:28]([C:31]2[CH:36]=[CH:35][C:34]([NH2:37])=[CH:33][CH:32]=2)[CH2:27][CH2:26]1.CN1CCCC1=O. (4) The reactants are: [C:1]([O:5][C@@H:6]([C:12]1[C:37]([CH3:38])=[N:36][C:35]2=[CH:39][C:32]3=[N:33][N:34]2[C:13]=1[N:14]1[CH2:42][CH2:41][C:17]([CH3:43])([O:18][CH2:19][CH2:20][CH2:21][CH2:22][CH2:23][C:24]2[CH:40]=[C:28]([CH2:29][O:30][CH2:31]3)[CH:27]=[CH:26][CH:25]=2)[CH2:16][CH2:15]1)[C:7]([O:9]CC)=[O:8])([CH3:4])([CH3:3])[CH3:2].[OH-].[Na+]. Given the product [C:1]([O:5][C@@H:6]([C:12]1[C:37]([CH3:38])=[N:36][C:35]2=[CH:39][C:32]3=[N:33][N:34]2[C:13]=1[N:14]1[CH2:15][CH2:16][C:17]([CH3:43])([O:18][CH2:19][CH2:20][CH2:21][CH2:22][CH2:23][C:24]2[CH:40]=[C:28]([CH2:29][O:30][CH2:31]3)[CH:27]=[CH:26][CH:25]=2)[CH2:41][CH2:42]1)[C:7]([OH:9])=[O:8])([CH3:4])([CH3:2])[CH3:3], predict the reactants needed to synthesize it. (5) Given the product [F:21][C:22]([F:32])([C:26]1[CH:31]=[CH:30][CH:29]=[CH:28][CH:27]=1)[C:23]1[N:9]([C:6]2[CH:5]=[CH:4][C:3]([O:2][CH3:1])=[CH:8][CH:7]=2)[C:10]2[CH:15]=[CH:14][CH:13]=[C:12]([C:16]([F:18])([F:17])[F:19])[C:11]=2[N:20]=1, predict the reactants needed to synthesize it. The reactants are: [CH3:1][O:2][C:3]1[CH:8]=[CH:7][C:6]([NH:9][C:10]2[C:11]([NH2:20])=[C:12]([C:16]([F:19])([F:18])[F:17])[CH:13]=[CH:14][CH:15]=2)=[CH:5][CH:4]=1.[F:21][C:22]([F:32])([C:26]1[CH:31]=[CH:30][CH:29]=[CH:28][CH:27]=1)[C:23](O)=O. (6) Given the product [ClH:23].[NH2:7][CH2:8][CH2:9][CH2:10][CH2:11][CH2:12][CH2:13][CH2:14][CH2:15][CH2:16][CH2:17][CH2:18][C:19]([NH2:20])=[O:21], predict the reactants needed to synthesize it. The reactants are: C(OC(=O)[NH:7][CH2:8][CH2:9][CH2:10][CH2:11][CH2:12][CH2:13][CH2:14][CH2:15][CH2:16][CH2:17][CH2:18][C:19](=[O:21])[NH2:20])(C)(C)C.[ClH:23]. (7) The reactants are: [Cl:1][C:2]1[CH:7]=[CH:6][C:5]([OH:8])=[CH:4][C:3]=1[N:9]1[C:13]2[CH:14]=[CH:15][CH:16]=[C:17]([C:18]([F:21])([F:20])[F:19])[C:12]=2[N:11]=[CH:10]1.F[C:23]1[CH:28]=[C:27]([S:29]([CH3:32])(=[O:31])=[O:30])[CH:26]=[C:25]([F:33])[CH:24]=1. Given the product [Cl:1][C:2]1[CH:7]=[CH:6][C:5]([O:8][C:23]2[CH:28]=[C:27]([S:29]([CH3:32])(=[O:30])=[O:31])[CH:26]=[C:25]([F:33])[CH:24]=2)=[CH:4][C:3]=1[N:9]1[C:13]2[CH:14]=[CH:15][CH:16]=[C:17]([C:18]([F:21])([F:19])[F:20])[C:12]=2[N:11]=[CH:10]1, predict the reactants needed to synthesize it. (8) Given the product [Cl:11][C:8]1[CH:9]=[N:10][C:2]([O:21][CH2:20][CH2:19][C:16]2[CH:17]=[CH:18][C:13]([F:12])=[CH:14][CH:15]=2)=[C:3]([CH:7]=1)[C:4]([OH:6])=[O:5], predict the reactants needed to synthesize it. The reactants are: Cl[C:2]1[N:10]=[CH:9][C:8]([Cl:11])=[CH:7][C:3]=1[C:4]([OH:6])=[O:5].[F:12][C:13]1[CH:18]=[CH:17][C:16]([CH2:19][CH2:20][OH:21])=[CH:15][CH:14]=1.[H-].[Na+].C(O)(=O)CC(CC(O)=O)(C(O)=O)O. (9) Given the product [ClH:1].[NH2:11][CH:8]1[CH2:9][CH2:10][CH:5]([C:3]([NH2:2])=[O:4])[CH2:6][CH2:7]1, predict the reactants needed to synthesize it. The reactants are: [ClH:1].[NH2:2][C:3]([CH:5]1[CH2:10][CH2:9][CH:8]([NH:11]C(=O)OC(C)(C)C)[CH2:7][CH2:6]1)=[O:4].